This data is from Full USPTO retrosynthesis dataset with 1.9M reactions from patents (1976-2016). The task is: Predict the reactants needed to synthesize the given product. (1) Given the product [NH2:11][C:12]1[C:13]([C:23]([NH:25][C:26]2[CH:27]=[N:28][CH:29]=[CH:30][C:31]=2[N:32]2[CH2:37][CH2:36][CH2:35][C@H:34]([NH2:38])[CH2:33]2)=[O:24])=[N:14][C:71]2[C:70]([CH:21]=1)=[CH:69][CH:68]=[C:67]([CH:66]1[CH2:31][CH2:26][NH:25][CH2:23][CH2:13]1)[CH:72]=2, predict the reactants needed to synthesize it. The reactants are: C(OC([NH:11][C:12]1[C:13]([C:23]([NH:25][C:26]2[CH:27]=[N:28][CH:29]=[CH:30][C:31]=2[N:32]2[CH2:37][CH2:36][CH2:35][C@H:34]([NH:38]C(=O)OCC3C=CC=CC=3)[CH2:33]2)=[O:24])=[N:14]C2C([CH:21]=1)=CC=C(Br)C=2)=O)C1C=CC=CC=1.CC1(C)C(C)(C)OB(C2CCN(C(O[CH2:66][C:67]3[CH:72]=[CH:71][CH:70]=[CH:69][CH:68]=3)=O)CC=2)O1.[O-]P([O-])([O-])=O.[K+].[K+].[K+]. (2) Given the product [CH3:26][C:16]1[O:17][N:18]=[C:19]([C:20]2[CH:21]=[CH:22][CH:23]=[CH:24][CH:25]=2)[C:15]=1[C:12]1[CH:11]=[CH:10][C:9]([S:6]([NH2:5])(=[O:8])=[O:7])=[CH:14][CH:13]=1, predict the reactants needed to synthesize it. The reactants are: CCC([N-:5][S:6]([C:9]1[CH:10]=[CH:11][C:12]([C:15]2[C:19]([C:20]3[CH:21]=[CH:22][CH:23]=[CH:24][CH:25]=3)=[N:18][O:17][C:16]=2[CH3:26])=[CH:13][CH:14]=1)(=[O:8])=[O:7])=O.[Na+]. (3) Given the product [CH2:1]([O:8][C:9]1[CH:10]=[C:11]2[C:16](=[CH:17][C:18]=1[O:19][CH3:20])[CH:15](/[CH:21]=[CH:54]/[C:46]1[C:45]([O:44][CH3:43])=[CH:53][C:49]3[O:50][CH2:51][O:52][C:48]=3[CH:47]=1)[NH:14][CH2:13][CH2:12]2)[C:2]1[CH:7]=[CH:6][CH:5]=[CH:4][CH:3]=1, predict the reactants needed to synthesize it. The reactants are: [CH2:1]([O:8][C:9]1[CH:10]=[C:11]2[C:16](=[CH:17][C:18]=1[O:19][CH3:20])[CH:15]([CH2:21]S(C1N(C3C=CC=CC=3)N=NN=1)(=O)=O)[N:14](C(OC(C)(C)C)=O)[CH2:13][CH2:12]2)[C:2]1[CH:7]=[CH:6][CH:5]=[CH:4][CH:3]=1.[CH3:43][O:44][C:45]1[C:46]([CH:54]=O)=[CH:47][C:48]2[O:52][CH2:51][O:50][C:49]=2[CH:53]=1.C[Si]([N-][Si](C)(C)C)(C)C.[Li+].